Dataset: Full USPTO retrosynthesis dataset with 1.9M reactions from patents (1976-2016). Task: Predict the reactants needed to synthesize the given product. (1) The reactants are: [F:1][C:2]([F:28])([F:27])/[C:3](/[C:16]1[CH:17]=[C:18]([CH:24]=[CH:25][CH:26]=1)[C:19]([O:21][CH2:22][CH3:23])=[O:20])=[N:4]/OS(C1C=CC(C)=CC=1)(=O)=O.[NH3:29]. Given the product [F:27][C:2]([F:1])([F:28])[C:3]1([C:16]2[CH:17]=[C:18]([CH:24]=[CH:25][CH:26]=2)[C:19]([O:21][CH2:22][CH3:23])=[O:20])[NH:4][NH:29]1, predict the reactants needed to synthesize it. (2) Given the product [N:38]1([C:26]([N:12]2[CH2:13][CH:14]([C:16]3[CH:21]=[CH:20][C:19]([C:22]([F:25])([F:23])[F:24])=[CH:18][CH:17]=3)[CH2:15][CH:10]([NH:9][C:7]([C:1]3[CH:2]=[CH:3][CH:4]=[CH:5][CH:6]=3)=[O:8])[CH2:11]2)=[O:28])[CH2:43][CH2:42][S:41][CH2:40][CH2:39]1, predict the reactants needed to synthesize it. The reactants are: [C:1]1([C:7]([NH:9][CH:10]2[CH2:15][CH:14]([C:16]3[CH:21]=[CH:20][C:19]([C:22]([F:25])([F:24])[F:23])=[CH:18][CH:17]=3)[CH2:13][N:12]([C:26]([O:28]C3C=CC([N+]([O-])=O)=CC=3)=O)[CH2:11]2)=[O:8])[CH:6]=[CH:5][CH:4]=[CH:3][CH:2]=1.[NH:38]1[CH2:43][CH2:42][S:41][CH2:40][CH2:39]1.C(=O)([O-])[O-].[K+].[K+]. (3) Given the product [CH2:49]([CH:56]1[CH2:61][CH2:60][N:59]([C:22](=[O:24])[CH2:21][O:20][C:19]2[CH:18]=[CH:17][C:16]([O:15][C:6]3[C:5]4[C:10](=[CH:11][C:12]([O:13][CH3:14])=[C:3]([O:2][CH3:1])[CH:4]=4)[N:9]=[CH:8][N:7]=3)=[CH:26][CH:25]=2)[CH2:58][CH2:57]1)[C:50]1[CH:55]=[CH:54][CH:53]=[CH:52][CH:51]=1, predict the reactants needed to synthesize it. The reactants are: [CH3:1][O:2][C:3]1[CH:4]=[C:5]2[C:10](=[CH:11][C:12]=1[O:13][CH3:14])[N:9]=[CH:8][N:7]=[C:6]2[O:15][C:16]1[CH:26]=[CH:25][C:19]([O:20][CH2:21][C:22]([OH:24])=O)=[CH:18][CH:17]=1.CCN=C=NCCCN(C)C.Cl.C1C=CC2N(O)N=NC=2C=1.[CH2:49]([CH:56]1[CH2:61][CH2:60][NH:59][CH2:58][CH2:57]1)[C:50]1[CH:55]=[CH:54][CH:53]=[CH:52][CH:51]=1.C(=O)([O-])O.[Na+].